From a dataset of Forward reaction prediction with 1.9M reactions from USPTO patents (1976-2016). Predict the product of the given reaction. (1) Given the reactants [N:1]([C@@H:4]1[C@@H:8]([CH2:9][OH:10])[O:7][C@@H:6]([N:11]2[CH:19]=[C:17]([CH3:18])[C:15](=[O:16])[NH:14][C:12]2=[O:13])[CH2:5]1)=[N+:2]=[N-:3].[C:20](OC(=O)C)(=[O:22])[CH3:21].CO, predict the reaction product. The product is: [C:20]([O:10][CH2:9][C@H:8]1[O:7][C@@H:6]([N:11]2[CH:19]=[C:17]([CH3:18])[C:15](=[O:16])[NH:14][C:12]2=[O:13])[CH2:5][C@@H:4]1[N:1]=[N+:2]=[N-:3])(=[O:22])[CH3:21]. (2) Given the reactants [F:1][C:2]1[CH:3]=[C:4]([CH:27]=[CH:28][CH:29]=1)[CH2:5][NH:6][C:7]1[N:12]=[C:11]([C:13]2[CH:18]=[CH:17][N:16]=[C:15]([NH:19][C@H:20]3[CH2:25][CH2:24][C@H:23]([NH2:26])[CH2:22][CH2:21]3)[CH:14]=2)[CH:10]=[N:9][CH:8]=1.C(O)(=O)C.[CH:34](=O)[C:35]1[CH:40]=[CH:39][CH:38]=[CH:37][CH:36]=1.C(O[BH-](OC(=O)C)OC(=O)C)(=O)C.[Na+], predict the reaction product. The product is: [CH2:34]([NH:26][C@H:23]1[CH2:22][CH2:21][C@H:20]([NH:19][C:15]2[CH:14]=[C:13]([C:11]3[CH:10]=[N:9][CH:8]=[C:7]([NH:6][CH2:5][C:4]4[CH:27]=[CH:28][CH:29]=[C:2]([F:1])[CH:3]=4)[N:12]=3)[CH:18]=[CH:17][N:16]=2)[CH2:25][CH2:24]1)[C:35]1[CH:40]=[CH:39][CH:38]=[CH:37][CH:36]=1. (3) Given the reactants [NH2:1][CH2:2][CH2:3][C:4]#[N:5].C(N(CC)CC)C.[Cl:13][CH2:14][S:15](Cl)(=[O:17])=[O:16].C(OCC)(=O)C, predict the reaction product. The product is: [Cl:13][CH2:14][S:15]([NH:5][CH2:4][CH2:3][C:2]#[N:1])(=[O:17])=[O:16]. (4) Given the reactants [Cl:1][C:2]1[CH:12]=[C:11]([NH:13][CH:14]2[CH2:17]C[CH2:15]2)[C:5]([C:6]([O:8]CC)=O)=[CH:4][N:3]=1.C(Cl)(=O)C(Cl)=O.[NH2:24][CH:25]([C:31](=[O:33])[CH3:32])[C:26]([O:28][CH2:29][CH3:30])=[O:27].CN1CCOCC1, predict the reaction product. The product is: [Cl:1][C:2]1[CH:12]=[C:11]([NH:13][CH:14]([CH3:15])[CH3:17])[C:5]([C:6]([NH:24][CH:25]([C:31](=[O:33])[CH3:32])[C:26]([O:28][CH2:29][CH3:30])=[O:27])=[O:8])=[CH:4][N:3]=1. (5) Given the reactants [N:1]([CH2:4][CH:5]([OH:21])[CH2:6][CH:7]1[C:16]2[CH:15]=[CH:14][S:13][C:12]=2[CH2:11][CH2:10][C:9]2[CH:17]=[CH:18][CH:19]=[CH:20][C:8]1=2)=[N+]=[N-].C1C=CC(P(C2C=CC=CC=2)C2C=CC=CC=2)=CC=1.O, predict the reaction product. The product is: [NH2:1][CH2:4][CH:5]([OH:21])[CH2:6][CH:7]1[C:16]2[CH:15]=[CH:14][S:13][C:12]=2[CH2:11][CH2:10][C:9]2[CH:17]=[CH:18][CH:19]=[CH:20][C:8]1=2.